This data is from Full USPTO retrosynthesis dataset with 1.9M reactions from patents (1976-2016). The task is: Predict the reactants needed to synthesize the given product. Given the product [CH2:1]([N:8]1[C:16]([C:17]2[CH:22]=[CH:21][CH:20]=[CH:19][CH:18]=2)=[C:15]2[C:10]([C:11]([C:23]([CH3:25])=[CH2:24])=[CH:12][CH:13]=[CH:14]2)=[N:9]1)[C:2]1[CH:3]=[CH:4][CH:5]=[CH:6][CH:7]=1, predict the reactants needed to synthesize it. The reactants are: [CH2:1]([N:8]1[C:16]([C:17]2[CH:22]=[CH:21][CH:20]=[CH:19][CH:18]=2)=[C:15]2[C:10]([C:11]([C:23](O)([CH3:25])[CH3:24])=[CH:12][CH:13]=[CH:14]2)=[N:9]1)[C:2]1[CH:7]=[CH:6][CH:5]=[CH:4][CH:3]=1.CC1C=CC(S(O)(=O)=O)=CC=1.